This data is from Full USPTO retrosynthesis dataset with 1.9M reactions from patents (1976-2016). The task is: Predict the reactants needed to synthesize the given product. (1) Given the product [Cl:1][C:2]1[CH:3]=[C:4]2[C:8](=[CH:9][CH:10]=1)[NH:7][CH:6]=[C:5]2[CH2:11][CH2:12][NH:13][C:14]([C:15]1[C:16]([C:28]2[CH:27]=[CH:26][CH:25]=[C:24]([F:23])[CH:29]=2)=[CH:17][CH:18]=[CH:19][CH:20]=1)=[O:22], predict the reactants needed to synthesize it. The reactants are: [Cl:1][C:2]1[CH:3]=[C:4]2[C:8](=[CH:9][CH:10]=1)[NH:7][CH:6]=[C:5]2[CH2:11][CH2:12][NH:13][C:14](=[O:22])[C:15]1[CH:20]=[CH:19][CH:18]=[CH:17][C:16]=1I.[F:23][C:24]1[CH:25]=[C:26](B(O)O)[CH:27]=[CH:28][CH:29]=1.C(=O)([O-])[O-].[Na+].[Na+]. (2) Given the product [C:1]([C:3]1[C@@H:8]([C:9]2[CH:14]=[CH:13][C:12]([C:15]#[N:16])=[CH:11][C:10]=2[S:17]([CH3:20])(=[O:19])=[O:18])[N:7]([C:21]([NH:45][CH:46]([CH2:49][OH:50])[CH2:47][OH:48])=[O:22])[C:6](=[O:33])[N:5]([C:34]2[CH:39]=[CH:38][CH:37]=[C:36]([C:40]([F:41])([F:42])[F:43])[CH:35]=2)[C:4]=1[CH3:44])#[N:2], predict the reactants needed to synthesize it. The reactants are: [C:1]([C:3]1[C@@H:8]([C:9]2[CH:14]=[CH:13][C:12]([C:15]#[N:16])=[CH:11][C:10]=2[S:17]([CH3:20])(=[O:19])=[O:18])[N:7]([C:21](OC2C=CC([N+]([O-])=O)=CC=2)=[O:22])[C:6](=[O:33])[N:5]([C:34]2[CH:39]=[CH:38][CH:37]=[C:36]([C:40]([F:43])([F:42])[F:41])[CH:35]=2)[C:4]=1[CH3:44])#[N:2].[NH2:45][CH:46]([CH2:49][OH:50])[CH2:47][OH:48]. (3) Given the product [C:1]([C:3]1[CH:4]=[CH:5][C:6]2[O:10][C:9]([C:11]([C:17]3[C:25]([O:26][CH3:27])=[CH:24][C:23]([CH3:28])=[C:22]4[C:18]=3[CH:19]=[CH:20][N:21]4[C:29]([O:31][C:32]([CH3:33])([CH3:35])[CH3:34])=[O:30])([O:16][CH2:38][C:39]([O:41][CH3:42])=[O:40])[C:12]([F:14])([F:13])[F:15])=[N:8][C:7]=2[CH:36]=1)#[N:2], predict the reactants needed to synthesize it. The reactants are: [C:1]([C:3]1[CH:4]=[CH:5][C:6]2[O:10][C:9]([C:11]([C:17]3[C:25]([O:26][CH3:27])=[CH:24][C:23]([CH3:28])=[C:22]4[C:18]=3[CH:19]=[CH:20][N:21]4[C:29]([O:31][C:32]([CH3:35])([CH3:34])[CH3:33])=[O:30])([OH:16])[C:12]([F:15])([F:14])[F:13])=[N:8][C:7]=2[CH:36]=1)#[N:2].Br[CH2:38][C:39]([O:41][CH3:42])=[O:40]. (4) Given the product [CH:21]1([S:18]([C:15]2([C:4]3[CH:5]=[C:6]([N:8]4[CH2:13][CH2:12][O:11][CH2:10][C@H:9]4[CH3:14])[N:7]=[C:2]([C:34]4[CH:35]=[CH:36][CH:37]=[C:38]5[C:33]=4[CH:32]=[CH:31][NH:30]5)[N:3]=3)[CH2:17][CH2:16]2)(=[O:20])=[O:19])[CH2:23][CH2:22]1, predict the reactants needed to synthesize it. The reactants are: Cl[C:2]1[N:7]=[C:6]([N:8]2[CH2:13][CH2:12][O:11][CH2:10][C@H:9]2[CH3:14])[CH:5]=[C:4]([C:15]2([S:18]([CH:21]3[CH2:23][CH2:22]3)(=[O:20])=[O:19])[CH2:17][CH2:16]2)[N:3]=1.C(=O)([O-])[O-].[Na+].[Na+].[NH:30]1[C:38]2[C:33](=[C:34](B(O)O)[CH:35]=[CH:36][CH:37]=2)[CH:32]=[CH:31]1. (5) The reactants are: [OH:1][C:2]1[CH:7]=[CH:6][C:5]([CH2:8][C:9]([OH:11])=[O:10])=[CH:4][CH:3]=1.C1C=CC2N(O)N=NC=2C=1.C(Cl)CCl.O[N:27]1[C:31](=[O:32])[CH2:30][CH2:29][C:28]1=[O:33]. Given the product [C:28]1(=[O:33])[N:27]([O:10][C:9](=[O:11])[CH2:8][C:5]2[CH:4]=[CH:3][C:2]([OH:1])=[CH:7][CH:6]=2)[C:31](=[O:32])[CH2:30][CH2:29]1, predict the reactants needed to synthesize it. (6) The reactants are: C[O:2][C:3]([C:5]1[C:9]([NH:10][C:11](=[O:15])[CH:12](Cl)[CH3:13])=[CH:8][S:7][CH:6]=1)=[O:4].[F:16][C:17]1[CH:22]=[CH:21][C:20]([C:23]2[CH:28]=[CH:27][C:26]([OH:29])=[CH:25][CH:24]=2)=[CH:19][CH:18]=1. Given the product [F:16][C:17]1[CH:18]=[CH:19][C:20]([C:23]2[CH:28]=[CH:27][C:26]([O:29][CH:12]([CH3:13])[C:11]([NH:10][C:9]3[C:5]([C:3]([OH:2])=[O:4])=[CH:6][S:7][CH:8]=3)=[O:15])=[CH:25][CH:24]=2)=[CH:21][CH:22]=1, predict the reactants needed to synthesize it. (7) Given the product [NH2:15][C@H:12]([C:6]1[N:5]([C:23]2[CH:28]=[CH:27][CH:26]=[C:25]([F:29])[CH:24]=2)[C:4](=[O:30])[C:3]2[C:8](=[CH:9][CH:10]=[CH:11][C:2]=2[Cl:1])[N:7]=1)[CH2:13][CH3:14], predict the reactants needed to synthesize it. The reactants are: [Cl:1][C:2]1[CH:11]=[CH:10][CH:9]=[C:8]2[C:3]=1[C:4](=[O:30])[N:5]([C:23]1[CH:28]=[CH:27][CH:26]=[C:25]([F:29])[CH:24]=1)[C:6]([C@@H:12]([NH:15]C(=O)OC(C)(C)C)[CH2:13][CH3:14])=[N:7]2.Cl.